This data is from Catalyst prediction with 721,799 reactions and 888 catalyst types from USPTO. The task is: Predict which catalyst facilitates the given reaction. (1) Reactant: [N:1]([CH2:4][CH:5]1[O:10][C:9]([CH3:12])([CH3:11])[CH2:8][O:7][CH2:6]1)=[N+]=[N-].[Li].O.O.O.O.O.O.O.O.O.O.S([O-])([O-])(=O)=O.[Na+].[Na+]. Product: [CH3:11][C:9]1([CH3:12])[O:10][CH:5]([CH2:4][NH2:1])[CH2:6][O:7][CH2:8]1. The catalyst class is: 7. (2) Reactant: [NH2:1][C:2]1[N:7]=[CH:6][C:5]([C:8]#[N:9])=[CH:4][CH:3]=1.Cl[C:11]([O:13][CH2:14][CH2:15][O:16][CH2:17][CH2:18][O:19][CH3:20])=[O:12].C(N(CC)C(C)C)(C)C. Product: [C:8]([C:5]1[CH:4]=[CH:3][C:2]([NH:1][C:11](=[O:12])[O:13][CH2:14][CH2:15][O:16][CH2:17][CH2:18][O:19][CH3:20])=[N:7][CH:6]=1)#[N:9]. The catalyst class is: 10. (3) Reactant: [F:1][C:2]1[CH:10]=[C:9]2[C:5]([CH:6]=[N:7][NH:8]2)=[CH:4][CH:3]=1.[OH-].[K+].[I:13]I. Product: [F:1][C:2]1[CH:10]=[C:9]2[C:5]([C:6]([I:13])=[N:7][NH:8]2)=[CH:4][CH:3]=1. The catalyst class is: 3. (4) Reactant: Cl[C:2]1[N:7]=[CH:6][CH:5]=[CH:4][N:3]=1.[CH3:8][CH:9]1[O:14][CH:13]([CH3:15])[CH2:12][NH:11][CH2:10]1.C(N(C(C)C)CC)(C)C. Product: [N:3]1[CH:4]=[CH:5][CH:6]=[N:7][C:2]=1[N:11]1[CH2:10][CH:9]([CH3:8])[O:14][CH:13]([CH3:15])[CH2:12]1. The catalyst class is: 8. (5) Reactant: [N+:1]([C:4]1[CH:5]=[CH:6][C:7]2[N:8]([C:21](=[O:23])[CH3:22])[C:9]3[C:14]([S:15][C:16]=2[CH:17]=1)=[CH:13][C:12]([N+:18]([O-])=O)=[CH:11][CH:10]=3)([O-])=O.O.O.[Sn](Cl)Cl.C(=O)([O-])O.[Na+]. Product: [NH2:1][C:4]1[CH:5]=[CH:6][C:7]2[N:8]([C:21](=[O:23])[CH3:22])[C:9]3[C:14]([S:15][C:16]=2[CH:17]=1)=[CH:13][C:12]([NH2:18])=[CH:11][CH:10]=3. The catalyst class is: 8. (6) Reactant: [NH2:1][C:2]1[CH:7]=[C:6]([N:8]2[CH2:13][CH2:12][O:11][CH2:10][CH2:9]2)[N:5]=[CH:4][C:3]=1[C:14]1[CH2:19][CH2:18][N:17]([C:20]([O:22][C:23]([CH3:26])([CH3:25])[CH3:24])=[O:21])[CH2:16][CH:15]=1. Product: [NH2:1][C:2]1[CH:7]=[C:6]([N:8]2[CH2:13][CH2:12][O:11][CH2:10][CH2:9]2)[N:5]=[CH:4][C:3]=1[CH:14]1[CH2:19][CH2:18][N:17]([C:20]([O:22][C:23]([CH3:26])([CH3:25])[CH3:24])=[O:21])[CH2:16][CH2:15]1. The catalyst class is: 515. (7) Product: [CH3:23][S:20]([O:9][C@H:10]1[CH2:14][N:13]([CH3:15])[C@H:12]([C:16]([O:18][CH3:19])=[O:17])[CH2:11]1)(=[O:22])=[O:21]. Reactant: C(N(CC)CC)C.Cl.[OH:9][C@H:10]1[CH2:14][N:13]([CH3:15])[C@H:12]([C:16]([O:18][CH3:19])=[O:17])[CH2:11]1.[S:20](Cl)([CH3:23])(=[O:22])=[O:21].C(=O)([O-])O.[Na+]. The catalyst class is: 54.